From a dataset of Forward reaction prediction with 1.9M reactions from USPTO patents (1976-2016). Predict the product of the given reaction. (1) The product is: [C:33]([CH2:32][C@@:18]1([C:27]([O:29][CH3:30])=[O:28])[CH2:17][CH2:16][C@H:15]([C:12]2[CH:11]=[CH:10][C:9]([O:8][CH2:7][C:1]3[CH:6]=[CH:5][CH:4]=[CH:3][CH:2]=3)=[CH:14][CH:13]=2)[N:19]1[C:20]([O:22][C:23]([CH3:25])([CH3:26])[CH3:24])=[O:21])#[N:34]. Given the reactants [C:1]1([CH2:7][O:8][C:9]2[CH:14]=[CH:13][C:12]([C@@H:15]3[N:19]([C:20]([O:22][C:23]([CH3:26])([CH3:25])[CH3:24])=[O:21])[C@H:18]([C:27]([O:29][CH3:30])=[O:28])[CH2:17][CH2:16]3)=[CH:11][CH:10]=2)[CH:6]=[CH:5][CH:4]=[CH:3][CH:2]=1.Br[CH2:32][C:33]#[N:34].C1CCCCC1, predict the reaction product. (2) Given the reactants [F:1][C:2]1[C:11]([N:12]([CH3:19])[S:13]([CH2:16][CH2:17][CH3:18])(=[O:15])=[O:14])=[CH:10][CH:9]=[C:8]([F:20])[C:3]=1[C:4]([O:6]C)=[O:5].[OH-].[Li+], predict the reaction product. The product is: [F:1][C:2]1[C:11]([N:12]([CH3:19])[S:13]([CH2:16][CH2:17][CH3:18])(=[O:14])=[O:15])=[CH:10][CH:9]=[C:8]([F:20])[C:3]=1[C:4]([OH:6])=[O:5].